This data is from Reaction yield outcomes from USPTO patents with 853,638 reactions. The task is: Predict the reaction yield, written as a fraction of the theoretical maximum amount of product (1.0 means a 100% yield; for example, 0.34 means a 34% yield). (1) The reactants are [Cl:1][C:2]1[CH:7]=[CH:6][C:5]([N+:8]([O-:10])=[O:9])=[CH:4][C:3]=1[CH3:11].[Br:12]N1C(=O)CCC1=O.C(OOC(=O)C1C=CC=CC=1)(=O)C1C=CC=CC=1. The catalyst is C(Cl)(Cl)(Cl)Cl. The product is [Br:12][CH2:11][C:3]1[CH:4]=[C:5]([N+:8]([O-:10])=[O:9])[CH:6]=[CH:7][C:2]=1[Cl:1]. The yield is 0.450. (2) The reactants are [N:1]1([C@@H:10]([C:15]2[CH:20]=[CH:19][CH:18]=[C:17]([F:21])[CH:16]=2)[C@H:11]([OH:14])[CH2:12][OH:13])[C:9]2[C:4](=[CH:5][CH:6]=[CH:7][CH:8]=2)[CH2:3][CH2:2]1. The catalyst is ClCCl.C(OCC)(=O)C.[O-2].[O-2].[Mn+4]. The product is [F:21][C:17]1[CH:16]=[C:15]([C@H:10]([N:1]2[C:9]3[C:4](=[CH:5][CH:6]=[CH:7][CH:8]=3)[CH:3]=[CH:2]2)[C@H:11]([OH:14])[CH2:12][OH:13])[CH:20]=[CH:19][CH:18]=1. The yield is 0.710. (3) The reactants are [Si]([O:8][C@@H:9]1[CH2:14][CH2:13][C@H:12]([O:15][C:16]2[C:21]([Cl:22])=[CH:20][C:19]([S:23]([N:26]([CH2:33][C:34]3[CH:39]=[CH:38][C:37]([O:40][CH3:41])=[CH:36][C:35]=3[O:42][CH3:43])[C:27]3[CH:32]=[CH:31][N:30]=[CH:29][N:28]=3)(=[O:25])=[O:24])=[C:18]([F:44])[CH:17]=2)[C@@H:11]([C:45]2[N:49]([CH3:50])[N:48]=[CH:47][CH:46]=2)[CH2:10]1)(C(C)(C)C)(C)C.[F-].C([N+](CCCC)(CCCC)CCCC)CCC.Cl. The catalyst is C1COCC1. The product is [Cl:22][C:21]1[C:16]([O:15][C@H:12]2[CH2:13][CH2:14][C@@H:9]([OH:8])[CH2:10][C@@H:11]2[C:45]2[N:49]([CH3:50])[N:48]=[CH:47][CH:46]=2)=[CH:17][C:18]([F:44])=[C:19]([S:23]([N:26]([CH2:33][C:34]2[CH:39]=[CH:38][C:37]([O:40][CH3:41])=[CH:36][C:35]=2[O:42][CH3:43])[C:27]2[CH:32]=[CH:31][N:30]=[CH:29][N:28]=2)(=[O:25])=[O:24])[CH:20]=1. The yield is 0.860. (4) The reactants are CO[C:3](=[O:28])[C:4]1[CH:9]=[CH:8][C:7]([O:10][CH2:11][C:12]2[C:13]([C:21]3[CH:26]=[CH:25][C:24]([F:27])=[CH:23][CH:22]=3)=[N:14][O:15][C:16]=2[C:17]([F:20])([F:19])[F:18])=[N:6][CH:5]=1.[CH:29]([NH2:32])([CH3:31])[CH3:30]. No catalyst specified. The product is [F:27][C:24]1[CH:25]=[CH:26][C:21]([C:13]2[C:12]([CH2:11][O:10][C:7]3[CH:8]=[CH:9][C:4]([C:3]([NH:32][CH:29]([CH3:31])[CH3:30])=[O:28])=[CH:5][N:6]=3)=[C:16]([C:17]([F:18])([F:20])[F:19])[O:15][N:14]=2)=[CH:22][CH:23]=1. The yield is 0.970. (5) The reactants are [N+:1]([C:4]1[CH:5]=[C:6]([CH2:10][C:11]([OH:13])=[O:12])[CH:7]=[CH:8][CH:9]=1)([O-:3])=[O:2].[CH2:14]([N:16]([CH2:19][CH3:20])[CH2:17][CH3:18])C. The catalyst is ClCCl. The product is [CH3:14][N:16]1[C:19]2[C:20](=[CH:5][CH:4]=[CH:9][CH:8]=2)[C:18]([C:10]2[C:11](=[O:12])[O:12][C:11](=[O:13])[C:10]=2[C:6]2[CH:7]=[CH:8][CH:9]=[C:4]([N+:1]([O-:3])=[O:2])[CH:5]=2)=[CH:17]1. The yield is 0.550. (6) The reactants are I[C:2]1[C:3](=[O:12])[C:4]([CH3:11])([CH3:10])[CH2:5][C:6]([CH3:9])([CH3:8])[CH:7]=1.[N+:13]([C:16]1[CH:21]=[CH:20][CH:19]=[CH:18][C:17]=1B(O)O)([O-:15])=[O:14].C(P(C(C)(C)C)C1C=CC=CC=1C1C=CC=CC=1)(C)(C)C.O.O.O.O.O.O.O.O.[OH-].[Ba+2].[OH-]. The catalyst is C1C=CC(/C=C/C(/C=C/C2C=CC=CC=2)=O)=CC=1.C1C=CC(/C=C/C(/C=C/C2C=CC=CC=2)=O)=CC=1.C1C=CC(/C=C/C(/C=C/C2C=CC=CC=2)=O)=CC=1.[Pd].[Pd]. The product is [CH3:8][C:6]1([CH3:9])[CH2:5][C:4]([CH3:11])([CH3:10])[C:3](=[O:12])[C:2]([C:17]2[CH:18]=[CH:19][CH:20]=[CH:21][C:16]=2[N+:13]([O-:15])=[O:14])=[CH:7]1. The yield is 0.700.